This data is from Forward reaction prediction with 1.9M reactions from USPTO patents (1976-2016). The task is: Predict the product of the given reaction. (1) The product is: [CH3:19][C:18]([CH3:21])([CH3:20])[CH2:17][O:16][C:8]1[CH:9]=[CH:10][C:11]2[O:12][C:13]3[C:4](=[CH:3][C:2]([N:65]4[CH2:70][CH2:69][O:68][CH2:67][CH2:66]4)=[CH:15][CH:14]=3)[C@@:5]3([CH2:25][O:24][C:23]([NH2:26])=[N:22]3)[C:6]=2[CH:7]=1. Given the reactants Br[C:2]1[CH:15]=[CH:14][C:13]2[O:12][C:11]3[C:6](=[CH:7][C:8]([O:16][CH2:17][C:18]([CH3:21])([CH3:20])[CH3:19])=[CH:9][CH:10]=3)[C@:5]3([CH2:25][O:24][C:23]([NH2:26])=[N:22]3)[C:4]=2[CH:3]=1.CN(C1C(C2C(P(C3CCCCC3)C3CCCCC3)=CC=CC=2)=CC=CC=1)C.C[Si]([N-][Si](C)(C)C)(C)C.[Li+].[NH:65]1[CH2:70][CH2:69][O:68][CH2:67][CH2:66]1, predict the reaction product. (2) Given the reactants BrC1C=C2C(=CC=1Cl)NC=C2C=O.Br[C:15]1[CH:16]=[C:17]2[C:21](=[CH:22][C:23]=1[Cl:24])[NH:20][CH:19]=[C:18]2[C:25]([NH:27][S:28]([CH3:31])(=[O:30])=[O:29])=[O:26].CC1(C)COB([C:39]2[CH:44]=[CH:43][C:42]([C:45]([CH3:49])([CH3:48])[CH2:46][OH:47])=[C:41]([O:50][CH3:51])[CH:40]=2)OC1.BrC1C=CC(C(C)(C)CO)=C(OC)C=1.C(=O)([O-])[O-].[K+].[K+], predict the reaction product. The product is: [Cl:24][C:23]1[CH:22]=[C:21]2[C:17]([C:18]([C:25]([NH:27][S:28]([CH3:31])(=[O:30])=[O:29])=[O:26])=[CH:19][NH:20]2)=[CH:16][C:15]=1[C:39]1[CH:44]=[CH:43][C:42]([C:45]([CH3:49])([CH3:48])[CH2:46][OH:47])=[C:41]([O:50][CH3:51])[CH:40]=1. (3) Given the reactants [CH3:1][CH:2]1[S:6][C:5]([NH:7][C@H:8]([C:10]2[CH:15]=[CH:14][CH:13]=[CH:12][C:11]=2[F:16])[CH3:9])=[N:4][C:3]1=[O:17].Br[C:19]1[CH:26]=[CH:25][C:22]([C:23]#[N:24])=[CH:21][CH:20]=1.CC1(C2C=CC(C#N)=CC=2)SC(N[C@H](C2C=CC=CC=2C(F)(F)F)C)=NC1=O, predict the reaction product. The product is: [F:16][C:11]1[CH:12]=[CH:13][CH:14]=[CH:15][C:10]=1[C@@H:8]([NH:7][C:5]1[S:6][C:2]([C:19]2[CH:26]=[CH:25][C:22]([C:23]#[N:24])=[CH:21][CH:20]=2)([CH3:1])[C:3](=[O:17])[N:4]=1)[CH3:9]. (4) The product is: [CH3:10][N:7]1[C:8](=[O:9])[C@@H:2]([NH:1][C:25](=[O:26])[CH2:24][C:23]([NH:22][CH2:21][C:20]([F:33])([F:19])[C:29]([F:30])([F:32])[F:31])=[O:28])[C:3]2[CH:18]=[CH:17][CH:16]=[CH:15][C:4]=2[C:5]2[CH:14]=[CH:13][CH:12]=[CH:11][C:6]1=2. Given the reactants [NH2:1][C@@H:2]1[C:8](=[O:9])[N:7]([CH3:10])[C:6]2[CH:11]=[CH:12][CH:13]=[CH:14][C:5]=2[C:4]2[CH:15]=[CH:16][CH:17]=[CH:18][C:3]1=2.[F:19][C:20]([F:33])([C:29]([F:32])([F:31])[F:30])[CH2:21][NH:22][C:23](=[O:28])[CH2:24][C:25](O)=[O:26], predict the reaction product. (5) Given the reactants [F:1][C:2]1[CH:10]=[C:9]([F:11])[CH:8]=[CH:7][C:3]=1[C:4]([OH:6])=[O:5].Cl.[CH2:13](O)[CH3:14], predict the reaction product. The product is: [F:1][C:2]1[CH:10]=[C:9]([F:11])[CH:8]=[CH:7][C:3]=1[C:4]([O:6][CH2:13][CH3:14])=[O:5]. (6) Given the reactants [F:1][C:2]1[CH:11]=[C:10]2[C:5]([C:6]([CH2:34][CH2:35][CH3:36])([CH2:31][CH2:32][CH3:33])[C:7](=[O:30])[C:8]([C:13]3[NH:18][C:17]4[CH:19]=[CH:20][C:21]([NH:23][S:24]([NH2:27])(=[O:26])=[O:25])=[CH:22][C:16]=4[S:15](=[O:29])(=[O:28])[N:14]=3)=[C:9]2[OH:12])=[CH:4][CH:3]=1.[OH-].[Na+:38], predict the reaction product. The product is: [NH2:27][S:24]([NH:23][C:21]1[CH:20]=[CH:19][C:17]2[NH:18][C:13]([C:8]3[C:7](=[O:30])[C:6]([CH2:31][CH2:32][CH3:33])([CH2:34][CH2:35][CH3:36])[C:5]4[C:10](=[CH:11][C:2]([F:1])=[CH:3][CH:4]=4)[C:9]=3[O-:12])=[N:14][S:15](=[O:29])(=[O:28])[C:16]=2[CH:22]=1)(=[O:25])=[O:26].[Na+:38]. (7) Given the reactants [C:1]([O:5][C:6]([NH:8][C@@H:9]([C@H:22]([CH3:30])[CH2:23][CH:24]([CH3:29])[CH2:25][CH2:26][CH:27]=[CH2:28])[C:10]([N:12]1[CH2:16][C@H:15]([OH:17])[CH2:14][C@H:13]1[C:18]([O:20]C)=[O:19])=[O:11])=[O:7])([CH3:4])([CH3:3])[CH3:2].CO.[Li+].[OH-], predict the reaction product. The product is: [C:1]([O:5][C:6]([NH:8][C@@H:9]([C@H:22]([CH3:30])[CH2:23][CH:24]([CH3:29])[CH2:25][CH2:26][CH:27]=[CH2:28])[C:10]([N:12]1[CH2:16][C@H:15]([OH:17])[CH2:14][C@H:13]1[C:18]([OH:20])=[O:19])=[O:11])=[O:7])([CH3:4])([CH3:3])[CH3:2].